Task: Predict the reaction yield, written as a fraction of the theoretical maximum amount of product (1.0 means a 100% yield; for example, 0.34 means a 34% yield).. Dataset: Reaction yield outcomes from USPTO patents with 853,638 reactions (1) The reactants are Br[C:2]1[C:3](=[O:15])[C:4]([CH3:14])([CH3:13])[O:5][C:6]=1[C:7]1[CH:12]=[CH:11][N:10]=[CH:9][CH:8]=1.[CH2:16]([O:23][C:24]1[CH:29]=[CH:28][C:27](B2OC(C)(C)C(C)(C)O2)=[CH:26][CH:25]=1)[C:17]1[CH:22]=[CH:21][CH:20]=[CH:19][CH:18]=1.C([O-])([O-])=O.[Cs+].[Cs+]. The catalyst is C1(C)C=CC=CC=1.O.C1C=CC(P(C2C=CC=CC=2)[C-]2C=CC=C2)=CC=1.C1C=CC(P(C2C=CC=CC=2)[C-]2C=CC=C2)=CC=1.Cl[Pd]Cl.[Fe+2]. The product is [CH2:16]([O:23][C:24]1[CH:29]=[CH:28][C:27]([C:2]2[C:3](=[O:15])[C:4]([CH3:14])([CH3:13])[O:5][C:6]=2[C:7]2[CH:12]=[CH:11][N:10]=[CH:9][CH:8]=2)=[CH:26][CH:25]=1)[C:17]1[CH:22]=[CH:21][CH:20]=[CH:19][CH:18]=1. The yield is 0.602. (2) The reactants are Br[C:2]1[CH:3]=[CH:4][C:5]([O:9][CH3:10])=[C:6]([CH:8]=1)[NH2:7].[CH3:11][PH:12](=[O:14])[CH3:13].P([O-])([O-])([O-])=O.[K+].[K+].[K+]. The catalyst is CN(C=O)C.C([O-])(=O)C.[Pd+2].C([O-])(=O)C.CC1(C)C2C(=C(P(C3C=CC=CC=3)C3C=CC=CC=3)C=CC=2)OC2C(P(C3C=CC=CC=3)C3C=CC=CC=3)=CC=CC1=2. The product is [CH3:11][P:12]([C:2]1[CH:3]=[CH:4][C:5]([O:9][CH3:10])=[C:6]([CH:8]=1)[NH2:7])([CH3:13])=[O:14]. The yield is 0.850. (3) The reactants are Br[CH2:2][C:3]([C:5]1[CH:10]=[CH:9][N:8]=[C:7]([Cl:11])[N:6]=1)=O.[O:12]=[C:13]1[CH2:29][C:28](=O)[C:16]2([CH2:20][N:19]([C:21]([O:23][C:24]([CH3:27])([CH3:26])[CH3:25])=[O:22])[CH2:18][CH2:17]2)[CH2:15][NH:14]1.C([O-])(=O)C.[NH4+:35]. The catalyst is CCO. The product is [Cl:11][C:7]1[N:6]=[C:5]([C:3]2[NH:35][C:28]3[C:16]4([CH2:17][CH2:18][N:19]([C:21]([O:23][C:24]([CH3:27])([CH3:26])[CH3:25])=[O:22])[CH2:20]4)[CH2:15][NH:14][C:13](=[O:12])[C:29]=3[CH:2]=2)[CH:10]=[CH:9][N:8]=1. The yield is 0.260. (4) The reactants are CN(C(ON1N=NC2C=CC=NC1=2)=[N+](C)C)C.F[P-](F)(F)(F)(F)F.C(N(CC)C(C)C)(C)C.[CH3:34][C:35]1[CH:40]=[CH:39][CH:38]=[C:37]([CH3:41])[C:36]=1[NH:42][C:43]([NH:45][C:46]1[C:47]([C:56](O)=[O:57])=[CH:48][C:49]2[C:54]([CH:55]=1)=[CH:53][CH:52]=[CH:51][CH:50]=2)=[O:44].[NH2:59][CH:60]([CH3:67])[CH2:61][C:62]([O:64][CH2:65][CH3:66])=[O:63].C([O-])(O)=O.[Na+]. The catalyst is CN(C=O)C. The product is [CH3:34][C:35]1[CH:40]=[CH:39][CH:38]=[C:37]([CH3:41])[C:36]=1[NH:42][C:43]([NH:45][C:46]1[C:47]([C:56]([NH:59][CH:60]([CH3:67])[CH2:61][C:62]([O:64][CH2:65][CH3:66])=[O:63])=[O:57])=[CH:48][C:49]2[C:54]([CH:55]=1)=[CH:53][CH:52]=[CH:51][CH:50]=2)=[O:44]. The yield is 0.300.